This data is from Catalyst prediction with 721,799 reactions and 888 catalyst types from USPTO. The task is: Predict which catalyst facilitates the given reaction. Reactant: [NH2:1][C:2]1[CH:3]=[N:4][CH:5]=[CH:6][C:7]=1[Cl:8].[N+:9]([C:12]1[CH:20]=[CH:19][CH:18]=[CH:17][C:13]=1[C:14](Cl)=[O:15])([O-:11])=[O:10].N1C=CC=CC=1. Product: [Cl:8][C:7]1[CH:6]=[CH:5][N:4]=[CH:3][C:2]=1[NH:1][C:14](=[O:15])[C:13]1[CH:17]=[CH:18][CH:19]=[CH:20][C:12]=1[N+:9]([O-:11])=[O:10]. The catalyst class is: 7.